This data is from Full USPTO retrosynthesis dataset with 1.9M reactions from patents (1976-2016). The task is: Predict the reactants needed to synthesize the given product. (1) Given the product [N:17]1[S:21][N:20]=[C:19]2[C:22]([S:26]([NH:29][C:30]3[CH:38]=[C:37]([Cl:39])[CH:36]=[CH:35][C:31]=3[C:32]([NH:6][C@@H:5]([CH2:7][C:8]3[CH:13]=[CH:12][C:11]([F:14])=[C:10]([Br:15])[CH:9]=3)[C:4]([OH:3])=[O:16])=[O:33])(=[O:28])=[O:27])=[CH:23][CH:24]=[CH:25][C:18]=12, predict the reactants needed to synthesize it. The reactants are: Cl.C[O:3][C:4](=[O:16])[C@H:5]([CH2:7][C:8]1[CH:13]=[CH:12][C:11]([F:14])=[C:10]([Br:15])[CH:9]=1)[NH2:6].[N:17]1[S:21][N:20]=[C:19]2[C:22]([S:26]([NH:29][C:30]3[CH:38]=[C:37]([Cl:39])[CH:36]=[CH:35][C:31]=3[C:32](O)=[O:33])(=[O:28])=[O:27])=[CH:23][CH:24]=[CH:25][C:18]=12. (2) Given the product [CH2:12]([O:19][C:20]([C:22]1([NH:27][S:48]([C:45]2[CH:44]=[CH:43][C:42]([C:39]3[CH:40]=[CH:41][C:36]([F:35])=[CH:37][CH:38]=3)=[CH:47][CH:46]=2)(=[O:49])=[O:50])[CH2:23][CH2:24][CH2:25][CH2:26]1)=[O:21])[C:13]1[CH:18]=[CH:17][CH:16]=[CH:15][CH:14]=1, predict the reactants needed to synthesize it. The reactants are: C1(C)C=CC(S(O)(=O)=O)=CC=1.[CH2:12]([O:19][C:20]([C:22]1([NH2:27])[CH2:26][CH2:25][CH2:24][CH2:23]1)=[O:21])[C:13]1[CH:18]=[CH:17][CH:16]=[CH:15][CH:14]=1.C(N(CC)CC)C.[F:35][C:36]1[CH:41]=[CH:40][C:39]([C:42]2[CH:47]=[CH:46][C:45]([S:48](Cl)(=[O:50])=[O:49])=[CH:44][CH:43]=2)=[CH:38][CH:37]=1. (3) The reactants are: [C:1]([NH:8][C@H:9]([C:11](=[S:13])[NH2:12])[CH3:10])([O:3][C:4]([CH3:7])([CH3:6])[CH3:5])=[O:2].Cl[CH2:15][C:16](=O)[CH3:17].C(=O)([O-])[O-].[Ca+2]. Given the product [CH3:17][C:16]1[N:12]=[C:11]([CH:9]([NH:8][C:1](=[O:2])[O:3][C:4]([CH3:7])([CH3:5])[CH3:6])[CH3:10])[S:13][CH:15]=1, predict the reactants needed to synthesize it.